From a dataset of Peptide-MHC class I binding affinity with 185,985 pairs from IEDB/IMGT. Regression. Given a peptide amino acid sequence and an MHC pseudo amino acid sequence, predict their binding affinity value. This is MHC class I binding data. (1) The peptide sequence is ALLKHRFEI. The binding affinity (normalized) is 0.206. The MHC is HLA-A24:02 with pseudo-sequence HLA-A24:02. (2) The peptide sequence is FARERRLAL. The MHC is HLA-A26:01 with pseudo-sequence HLA-A26:01. The binding affinity (normalized) is 0.213. (3) The peptide sequence is PKTFGWLW. The MHC is Mamu-B3901 with pseudo-sequence Mamu-B3901. The binding affinity (normalized) is 0.101. (4) The peptide sequence is VPADHRLAF. The MHC is HLA-B08:02 with pseudo-sequence HLA-B08:02. The binding affinity (normalized) is 0.0847. (5) The peptide sequence is STANIFRGSY. The MHC is HLA-A01:01 with pseudo-sequence HLA-A01:01. The binding affinity (normalized) is 0.349.